Dataset: Forward reaction prediction with 1.9M reactions from USPTO patents (1976-2016). Task: Predict the product of the given reaction. (1) Given the reactants [F:1][C:2]1[CH:3]=[C:4]([S:19]([CH3:22])(=[O:21])=[O:20])[C:5]2[CH:6]=[C:7]3[CH:13]([CH2:14][C:15]([O:17][CH3:18])=[O:16])[CH2:12][CH2:11][N:8]3[C:9]=2[CH:10]=1.C1C(=O)N([Br:30])C(=O)C1.S([O-])([O-])(=O)=S.[Na+].[Na+], predict the reaction product. The product is: [Br:30][C:6]1[C:5]2[C:4]([S:19]([CH3:22])(=[O:21])=[O:20])=[CH:3][C:2]([F:1])=[CH:10][C:9]=2[N:8]2[CH2:11][CH2:12][CH:13]([CH2:14][C:15]([O:17][CH3:18])=[O:16])[C:7]=12. (2) Given the reactants [CH3:1][O:2][C:3]1[CH:4]=[C:5]2[C:10](=[CH:11][C:12]=1[O:13][CH3:14])[N:9]=[CH:8][C:7]([C:15]#[N:16])=[C:6]2[CH3:17].C(OC([N:25](C(OC(C)(C)C)=O)[C:26]1[N:31]=[CH:30][C:29]([O:32][C:33]2[CH:34]=[N:35][CH:36]=[C:37]([CH:42]=2)[C:38](OC)=O)=[CH:28][CH:27]=1)=O)(C)(C)C.C[Si]([N-:54][Si](C)(C)C)(C)C.[Li+].C([O-])(=O)C.[NH4+], predict the reaction product. The product is: [NH2:25][C:26]1[N:31]=[CH:30][C:29]([O:32][C:33]2[CH:42]=[C:37]([C:38]3[CH:17]=[C:6]4[C:7](=[C:15]([NH2:54])[N:16]=3)[CH:8]=[N:9][C:10]3[CH:11]=[C:12]([O:13][CH3:14])[C:3]([O:2][CH3:1])=[CH:4][C:5]4=3)[CH:36]=[N:35][CH:34]=2)=[CH:28][CH:27]=1. (3) Given the reactants [CH2:1]([O:3][C:4]([CH:6]1[CH2:11][CH2:10][CH2:9][NH:8][CH2:7]1)=[O:5])[CH3:2].[Cl:12][C:13]1[N:18]=[C:17](Cl)[C:16]([N+:20]([O-:22])=[O:21])=[CH:15][N:14]=1.CCOCC.C(=O)(O)[O-].[K+], predict the reaction product. The product is: [CH2:1]([O:3][C:4]([CH:6]1[CH2:11][CH2:10][CH2:9][N:8]([C:15]2[C:16]([N+:20]([O-:22])=[O:21])=[CH:17][N:18]=[C:13]([Cl:12])[N:14]=2)[CH2:7]1)=[O:5])[CH3:2]. (4) The product is: [CH3:7][O:8][C:9](=[O:39])[NH:10][CH:11]([C:15]([N:17]1[CH2:21][CH2:20][CH2:19][CH:18]1[C:22]1[NH:23][C:24]([C:27]2[CH:32]=[CH:31][C:30]([C:33]#[CH:34])=[CH:29][CH:28]=2)=[CH:25][N:26]=1)=[O:16])[CH:12]([CH3:14])[CH3:13]. Given the reactants C(=O)([O-])[O-].[K+].[K+].[CH3:7][O:8][C:9](=[O:39])[NH:10][CH:11]([C:15]([N:17]1[CH2:21][CH2:20][CH2:19][CH:18]1[C:22]1[NH:23][C:24]([C:27]2[CH:32]=[CH:31][C:30]([C:33]#[C:34][Si](C)(C)C)=[CH:29][CH:28]=2)=[CH:25][N:26]=1)=[O:16])[CH:12]([CH3:14])[CH3:13], predict the reaction product. (5) Given the reactants [F:1][C:2]1[CH:10]=[CH:9][CH:8]=[C:7]2[C:3]=1[CH2:4][CH2:5][N:6]2[C:11](=[O:22])[CH2:12][C:13]1[N:18]=[C:17]([O:19]C)[CH:16]=[C:15]([Cl:21])[N:14]=1.C(#N)C.C[Si](C)(C)Cl, predict the reaction product. The product is: [F:1][C:2]1[CH:10]=[CH:9][CH:8]=[C:7]2[C:3]=1[CH2:4][CH2:5][N:6]2[C:11](=[O:22])[CH2:12][C:13]1[NH:18][C:17](=[O:19])[CH:16]=[C:15]([Cl:21])[N:14]=1. (6) Given the reactants C[O-].[Na+].[C:4]([C:6]1[CH:7]=[C:8]([C:12]2[CH:13]=[N:14][C:15]([NH:27][C:28]([NH:30][CH2:31][CH3:32])=[O:29])=[CH:16][C:17]=2[C:18]2[S:19][CH:20]=[C:21]([C:23]([F:26])([F:25])[F:24])[N:22]=2)[CH:9]=[N:10][CH:11]=1)#[N:5].[Cl-].[NH4+:34], predict the reaction product. The product is: [CH2:31]([NH:30][C:28](=[O:29])[NH:27][C:15]1[N:14]=[CH:13][C:12]([C:8]2[CH:9]=[N:10][CH:11]=[C:6]([C:4](=[NH:34])[NH2:5])[CH:7]=2)=[C:17]([C:18]2[S:19][CH:20]=[C:21]([C:23]([F:25])([F:24])[F:26])[N:22]=2)[CH:16]=1)[CH3:32]. (7) The product is: [CH2:1]([O:3][C:4](=[O:39])[CH2:5][C:6]1[CH:7]=[C:8]([C:14]2[CH:19]=[CH:18][C:17]([C:20]([F:22])([F:21])[F:23])=[CH:16][C:15]=2[CH2:24][N:25]([CH2:37][CH3:38])[C:26]([NH:34][C:35]#[N:36])=[N:45][CH2:40][C:41]([CH3:44])([CH3:43])[CH3:42])[C:9]([O:12][CH3:13])=[CH:10][CH:11]=1)[CH3:2]. Given the reactants [CH2:1]([O:3][C:4](=[O:39])[CH2:5][C:6]1[CH:7]=[C:8]([C:14]2[CH:19]=[CH:18][C:17]([C:20]([F:23])([F:22])[F:21])=[CH:16][C:15]=2[CH2:24][N:25]([CH2:37][CH3:38])[C:26](=[N:34][C:35]#[N:36])OC2C=CC=CC=2)[C:9]([O:12][CH3:13])=[CH:10][CH:11]=1)[CH3:2].[CH2:40]([NH2:45])[C:41]([CH3:44])([CH3:43])[CH3:42], predict the reaction product. (8) Given the reactants N[C:2]1[CH:3]=[CH:4][C:5]([CH3:22])=[C:6]([NH:8][C:9]2[O:10][C:11]([C:14]3[CH:21]=[CH:20][C:17]([C:18]#[N:19])=[CH:16][CH:15]=3)=[CH:12][N:13]=2)[CH:7]=1.[CH3:23]C1C(C)=CC=CC=1NC(=O)C.NC1C=CC(C)=C(NC(=O)C)C=1, predict the reaction product. The product is: [CH3:22][C:5]1[C:4]([CH3:23])=[CH:3][CH:2]=[CH:7][C:6]=1[NH:8][C:9]1[O:10][C:11]([C:14]2[CH:21]=[CH:20][C:17]([C:18]#[N:19])=[CH:16][CH:15]=2)=[CH:12][N:13]=1.